Dataset: Full USPTO retrosynthesis dataset with 1.9M reactions from patents (1976-2016). Task: Predict the reactants needed to synthesize the given product. (1) Given the product [Br:1][C:2]1[C:3]([C:8]2[S:9][C:10]([Cl:13])=[CH:11][CH:12]=2)=[N:4][N:5]([CH:17]([CH3:19])[CH3:18])[C:6]=1[CH3:7], predict the reactants needed to synthesize it. The reactants are: [Br:1][C:2]1[C:3]([C:8]2[S:9][C:10]([Cl:13])=[CH:11][CH:12]=2)=[N:4][NH:5][C:6]=1[CH3:7].[H-].[Na+].I[CH:17]([CH3:19])[CH3:18].[Cl-].[NH4+]. (2) Given the product [Cl:8][C:6]1[CH:5]=[CH:4][C:3]([S:9][CH2:11][CH2:12][C:13]2[C:14]([CH3:19])=[N:15][NH:16][C:17]=2[CH3:18])=[C:2]([NH2:1])[CH:7]=1, predict the reactants needed to synthesize it. The reactants are: [NH2:1][C:2]1[CH:7]=[C:6]([Cl:8])[CH:5]=[CH:4][C:3]=1[SH:9].Br[CH2:11][CH2:12][C:13]1[C:14]([CH3:19])=[N:15][NH:16][C:17]=1[CH3:18].C([O-])([O-])=O.[K+].[K+]. (3) The reactants are: [C:1]([C:3]1[CH:48]=[CH:47][C:6]([CH2:7][N:8]([CH2:21][C:22]2[CH:46]=[CH:45][C:25]([O:26][C:27]3[CH:28]=[C:29]([CH:33]=[C:34]([O:36][CH2:37][CH2:38][C:39]4[CH:40]=[N:41][CH:42]=[CH:43][CH:44]=4)[CH:35]=3)[C:30]([OH:32])=O)=[CH:24][CH:23]=2)[C:9]2[CH:14]=[CH:13][CH:12]=[C:11]([NH:15][S:16]([CH3:19])(=[O:18])=[O:17])[C:10]=2[CH3:20])=[CH:5][CH:4]=1)#N.CC[N:51]=C=NCCCN(C)C.Cl.C1C=CC2N(O)N=NC=2C=1.[NH3:71]. Given the product [C:1]([C:3]1[CH:4]=[CH:5][C:6]([CH2:7][N:8]([CH2:21][C:22]2[CH:46]=[CH:45][C:25]([O:26][C:27]3[CH:28]=[C:29]([CH:33]=[C:34]([O:36][CH2:37][CH2:38][C:39]4[CH:40]=[N:41][CH:42]=[CH:43][CH:44]=4)[CH:35]=3)[C:30]([NH2:51])=[O:32])=[CH:24][CH:23]=2)[C:9]2[CH:14]=[CH:13][CH:12]=[C:11]([NH:15][S:16]([CH3:19])(=[O:18])=[O:17])[C:10]=2[CH3:20])=[CH:47][CH:48]=1)#[N:71], predict the reactants needed to synthesize it. (4) Given the product [C:1]([O:5][C:6]([N:8]1[CH2:9][CH2:10][N:11]([C:14]2[CH:23]=[C:22]3[C:17]([C:18](=[O:30])[C:19]([C:27]([O:29][CH2:33][C:34](=[O:35])[NH:36][CH:37]([P:46]([O:47][CH2:48][CH3:49])([O:50][CH2:51][CH3:52])=[O:53])[P:38]([O:39][CH2:40][CH3:41])([O:42][CH2:43][CH3:44])=[O:45])=[O:28])=[CH:20][N:21]3[CH:24]3[CH2:25][CH2:26]3)=[CH:16][C:15]=2[F:31])[CH2:12][CH2:13]1)=[O:7])([CH3:4])([CH3:2])[CH3:3], predict the reactants needed to synthesize it. The reactants are: [C:1]([O:5][C:6]([N:8]1[CH2:13][CH2:12][N:11]([C:14]2[CH:23]=[C:22]3[C:17]([C:18](=[O:30])[C:19]([C:27]([OH:29])=[O:28])=[CH:20][N:21]3[CH:24]3[CH2:26][CH2:25]3)=[CH:16][C:15]=2[F:31])[CH2:10][CH2:9]1)=[O:7])([CH3:4])([CH3:3])[CH3:2].Br[CH2:33][C:34]([NH:36][CH:37]([P:46](=[O:53])([O:50][CH2:51][CH3:52])[O:47][CH2:48][CH3:49])[P:38](=[O:45])([O:42][CH2:43][CH3:44])[O:39][CH2:40][CH3:41])=[O:35].C([O-])([O-])=O.[Cs+].[Cs+]. (5) The reactants are: I[C:2]1[CH:11]=[C:10]2[C:5]([C:6]([N:13]3[CH2:17][CH2:16][CH2:15][C@H:14]3[CH2:18][OH:19])=[CH:7][C:8]([CH3:12])=[N:9]2)=[CH:4][CH:3]=1.[CH3:20][C:21]([CH3:26])([CH3:25])[C:22]([NH2:24])=[O:23]. Given the product [OH:19][CH2:18][C@@H:14]1[CH2:15][CH2:16][CH2:17][N:13]1[C:6]1[C:5]2[C:10](=[CH:11][C:2]([NH:24][C:22](=[O:23])[C:21]([CH3:26])([CH3:25])[CH3:20])=[CH:3][CH:4]=2)[N:9]=[C:8]([CH3:12])[CH:7]=1, predict the reactants needed to synthesize it.